From a dataset of Reaction yield outcomes from USPTO patents with 853,638 reactions. Predict the reaction yield, written as a fraction of the theoretical maximum amount of product (1.0 means a 100% yield; for example, 0.34 means a 34% yield). (1) The reactants are [H-].[Na+].C(OP([CH2:11][C:12]([O:14][CH2:15][CH3:16])=[O:13])(OCC)=O)C.[F:17][C:18]1[CH:23]=[CH:22][C:21]([F:24])=[CH:20][C:19]=1[C@H:25]1[CH2:29][CH2:28][CH2:27][N:26]1[C:30]1[CH:35]=[CH:34][N:33]2[N:36]=[CH:37][C:38]([CH:39]=O)=[C:32]2[N:31]=1. The catalyst is C1COCC1. The product is [CH2:15]([O:14][C:12](=[O:13])/[CH:11]=[CH:39]/[C:38]1[CH:37]=[N:36][N:33]2[CH:34]=[CH:35][C:30]([N:26]3[CH2:27][CH2:28][CH2:29][C@@H:25]3[C:19]3[CH:20]=[C:21]([F:24])[CH:22]=[CH:23][C:18]=3[F:17])=[N:31][C:32]=12)[CH3:16]. The yield is 0.600. (2) The reactants are [CH3:1][O:2][C:3]1[CH:8]=[CH:7][C:6]([NH:9][C:10]2[C:11](=[O:22])[NH:12][C:13](=[O:21])[C:14]=2[C:15]2[CH:20]=[CH:19][CH:18]=[CH:17][CH:16]=2)=[CH:5][CH:4]=1.O[CH2:24][C:25]1[CH:30]=[CH:29][N:28]=[CH:27][CH:26]=1.N(C(OCC)=O)=NC(OCC)=O.C1(P(C2C=CC=CC=2)C2C=CC=CC=2)C=CC=CC=1. The catalyst is C1COCC1. The product is [CH3:1][O:2][C:3]1[CH:4]=[CH:5][C:6]([NH:9][C:10]2[C:11](=[O:22])[N:12]([CH2:24][C:25]3[CH:30]=[CH:29][N:28]=[CH:27][CH:26]=3)[C:13](=[O:21])[C:14]=2[C:15]2[CH:20]=[CH:19][CH:18]=[CH:17][CH:16]=2)=[CH:7][CH:8]=1. The yield is 0.290. (3) The reactants are [C-:1]#[N:2].[Na+].[Br:4][C:5]1[CH:6]=[C:7]([CH:10]=[C:11]([F:13])[CH:12]=1)[CH2:8]Br. The catalyst is O.CN(C)C=O. The product is [Br:4][C:5]1[CH:6]=[C:7]([CH2:8][C:1]#[N:2])[CH:10]=[C:11]([F:13])[CH:12]=1. The yield is 0.580.